From a dataset of Full USPTO retrosynthesis dataset with 1.9M reactions from patents (1976-2016). Predict the reactants needed to synthesize the given product. (1) Given the product [CH2:13]([O:12][C:11]1[CH:10]=[CH:9][C:6]([CH:7]=[C:18]([N+:15]([O-:17])=[O:16])[CH3:19])=[CH:5][C:4]=1[O:3][CH2:1][CH3:2])[CH3:14], predict the reactants needed to synthesize it. The reactants are: [CH2:1]([O:3][C:4]1[CH:5]=[C:6]([CH:9]=[CH:10][C:11]=1[O:12][CH2:13][CH3:14])[CH:7]=O)[CH3:2].[N+:15]([CH2:18][CH3:19])([O-:17])=[O:16].Cl.CNC.[F-].[K+]. (2) Given the product [OH:27][CH:28]([CH3:32])[C:29]([NH:1][CH2:2][CH:3]1[CH2:8][CH2:7][C:6]2[C:9]3[C:14]([NH:15][C:16]4[CH:25]=[CH:24][C:19]5[NH:20][C:21](=[O:23])[S:22][C:18]=5[CH:17]=4)=[N:13][CH:12]=[N:11][C:10]=3[S:26][C:5]=2[CH2:4]1)=[O:30], predict the reactants needed to synthesize it. The reactants are: [NH2:1][CH2:2][CH:3]1[CH2:8][CH2:7][C:6]2[C:9]3[C:14]([NH:15][C:16]4[CH:25]=[CH:24][C:19]5[NH:20][C:21](=[O:23])[S:22][C:18]=5[CH:17]=4)=[N:13][CH:12]=[N:11][C:10]=3[S:26][C:5]=2[CH2:4]1.[OH:27][CH:28]([CH3:32])[C:29](O)=[O:30]. (3) The reactants are: [CH3:1][CH:2]1[C:11]2[C:6](=[CH:7][CH:8]=[CH:9][CH:10]=2)[NH:5][C:4](=[O:12])[CH2:3]1.[Cl-].[Al+3].[Cl-].[Cl-].[Cl:17][CH2:18][C:19](Cl)=[O:20]. Given the product [Cl:17][CH2:18][C:19]([C:9]1[CH:10]=[C:11]2[C:6](=[CH:7][CH:8]=1)[NH:5][C:4](=[O:12])[CH2:3][CH:2]2[CH3:1])=[O:20], predict the reactants needed to synthesize it. (4) Given the product [CH2:1]([O:8][C:9]1[CH:13]=[C:12]([C:14]([O:16][CH2:17][CH3:18])=[O:15])[N:11]([CH2:19][CH2:20][CH2:21][NH2:22])[N:10]=1)[C:2]1[CH:7]=[CH:6][CH:5]=[CH:4][CH:3]=1, predict the reactants needed to synthesize it. The reactants are: [CH2:1]([O:8][C:9]1[CH:13]=[C:12]([C:14]([O:16][CH2:17][CH3:18])=[O:15])[N:11]([CH2:19][CH2:20][CH2:21][NH:22]C(OC(C)(C)C)=O)[N:10]=1)[C:2]1[CH:7]=[CH:6][CH:5]=[CH:4][CH:3]=1. (5) Given the product [CH2:1]([O:8][C:9]([N:11]1[CH2:12][CH2:13][CH2:14][CH:15]([N:31]=[N+:32]=[N-:33])[CH:16]([OH:26])[CH2:17]1)=[O:10])[C:2]1[CH:3]=[CH:4][CH:5]=[CH:6][CH:7]=1, predict the reactants needed to synthesize it. The reactants are: [CH2:1]([O:8][C:9]([N:11]1[CH2:17][CH:16]=[CH:15][CH2:14][CH2:13][CH2:12]1)=[O:10])[C:2]1[CH:7]=[CH:6][CH:5]=[CH:4][CH:3]=1.ClC1C=CC=C(C(OO)=[O:26])C=1.[Cl-].[NH4+].[N-:31]=[N+:32]=[N-:33].[Na+]. (6) The reactants are: C[O:2][C:3]([C@@H:5]1[CH2:9][C@@H:8]([S:10]([CH3:13])(=[O:12])=[O:11])[CH2:7][N:6]1[C:14]1[N:15]([CH2:20][CH2:21][C:22]2[CH:27]=[CH:26][CH:25]=[CH:24][CH:23]=2)[N:16]=[C:17]([CH3:19])[CH:18]=1)=[O:4].[OH-].[Li+]. Given the product [CH3:13][S:10]([C@H:8]1[CH2:7][N:6]([C:14]2[N:15]([CH2:20][CH2:21][C:22]3[CH:27]=[CH:26][CH:25]=[CH:24][CH:23]=3)[N:16]=[C:17]([CH3:19])[CH:18]=2)[C@H:5]([C:3]([OH:4])=[O:2])[CH2:9]1)(=[O:11])=[O:12], predict the reactants needed to synthesize it. (7) Given the product [Si:26]([O:25][C@@H:19]1[C@@:20]2([CH3:21])[C:15](=[CH:14][CH:13]=[C:12]3[C@@H:22]2[CH2:23][CH2:24][C@@:7]2([CH3:8])[C@H:9]3[CH2:10][CH:11]=[C:6]2[CH2:5][S:4][CH2:42][CH2:43][C:44]([OH:47])([CH3:46])[CH3:45])[CH2:16][C@@H:17]([O:33][Si:34]([C:37]([CH3:38])([CH3:39])[CH3:40])([CH3:36])[CH3:35])[CH2:18]1)([C:29]([CH3:31])([CH3:32])[CH3:30])([CH3:28])[CH3:27], predict the reactants needed to synthesize it. The reactants are: C([S:4][CH2:5][C:6]1[C@:7]2([CH2:24][CH2:23][C@H:22]3[C:12](=[CH:13][CH:14]=[C:15]4[C@:20]3([CH3:21])[C@@H:19]([O:25][Si:26]([C:29]([CH3:32])([CH3:31])[CH3:30])([CH3:28])[CH3:27])[CH2:18][C@H:17]([O:33][Si:34]([C:37]([CH3:40])([CH3:39])[CH3:38])([CH3:36])[CH3:35])[CH2:16]4)[C@@H:9]2[CH2:10][CH:11]=1)[CH3:8])(=O)C.Br[CH2:42][CH2:43][C:44]([OH:47])([CH3:46])[CH3:45].CO.[OH-].[K+]. (8) Given the product [C:12]([C:11]1[CH:14]=[C:7]([C:5]2[S:6][C:2]([C:26]3[C:21]([CH2:19][CH3:20])=[C:22]([CH2:36][CH2:37][CH2:38][C:39]([O:41][CH2:42][CH3:43])=[O:40])[CH:23]=[CH:24][CH:25]=3)=[CH:3][N:4]=2)[CH:8]=[CH:9][C:10]=1[O:15][CH:16]([CH3:18])[CH3:17])#[N:13], predict the reactants needed to synthesize it. The reactants are: Br[C:2]1[S:6][C:5]([C:7]2[CH:8]=[CH:9][C:10]([O:15][CH:16]([CH3:18])[CH3:17])=[C:11]([CH:14]=2)[C:12]#[N:13])=[N:4][CH:3]=1.[CH2:19]([C:21]1[C:26](B2OC(C)(C)C(C)(C)O2)=[CH:25][CH:24]=[CH:23][C:22]=1[CH2:36][CH2:37][CH2:38][C:39]([O:41][CH2:42][CH3:43])=[O:40])[CH3:20].P([O-])([O-])([O-])=O.[K+].[K+].[K+].O. (9) Given the product [OH:8][C:9]1[CH:14]=[CH:13][N:12]([CH2:15][CH2:16][C:17]2[CH:22]=[CH:21][C:20]([CH2:23][OH:24])=[CH:19][CH:18]=2)[C:11](=[O:25])[CH:10]=1, predict the reactants needed to synthesize it. The reactants are: C([O:8][C:9]1[CH:14]=[CH:13][N:12]([CH2:15][CH2:16][C:17]2[CH:22]=[CH:21][C:20]([CH2:23][OH:24])=[CH:19][CH:18]=2)[C:11](=[O:25])[CH:10]=1)C1C=CC=CC=1. (10) Given the product [F:1][C:2]1[C:3]2[C:4]3[C:8](=[CH:9][CH:10]=1)[NH:7][C:6](=[O:11])[C:5]=3[C:14]([C:15]1[NH:16][CH:17]=[CH:18][CH:19]=1)=[CH:13][C:12]=2[S:22][CH2:23][CH2:24][OH:25], predict the reactants needed to synthesize it. The reactants are: [F:1][C:2]1[C:3](/[C:12](/I)=[CH:13]/[C:14](=O)[C:15]2[NH:16][CH:17]=[CH:18][CH:19]=2)=[C:4]2[C:8](=[CH:9][CH:10]=1)[NH:7][C:6](=[O:11])[CH2:5]2.[SH:22][CH2:23][CH2:24][OH:25].[H-].[Na+].